Dataset: Peptide-MHC class I binding affinity with 185,985 pairs from IEDB/IMGT. Task: Regression. Given a peptide amino acid sequence and an MHC pseudo amino acid sequence, predict their binding affinity value. This is MHC class I binding data. The peptide sequence is LRIPTHRHI. The MHC is HLA-A29:02 with pseudo-sequence HLA-A29:02. The binding affinity (normalized) is 0.0364.